Dataset: Full USPTO retrosynthesis dataset with 1.9M reactions from patents (1976-2016). Task: Predict the reactants needed to synthesize the given product. (1) Given the product [O:23]1[CH:27]=[CH:26][C:25]([CH2:28][N:12]2[C:13](=[O:21])[C:14]([C:15]3[CH:20]=[CH:19][CH:18]=[CH:17][CH:16]=3)=[C:10]([NH:9][C:6]3[CH:5]=[CH:4][C:3]([O:2][CH3:1])=[CH:8][CH:7]=3)[C:11]2=[O:22])=[CH:24]1, predict the reactants needed to synthesize it. The reactants are: [CH3:1][O:2][C:3]1[CH:8]=[CH:7][C:6]([NH:9][C:10]2[C:11](=[O:22])[NH:12][C:13](=[O:21])[C:14]=2[C:15]2[CH:20]=[CH:19][CH:18]=[CH:17][CH:16]=2)=[CH:5][CH:4]=1.[O:23]1[CH:27]=[CH:26][C:25]([CH2:28]O)=[CH:24]1.N(C(OCC)=O)=NC(OCC)=O.C1(P(C2C=CC=CC=2)C2C=CC=CC=2)C=CC=CC=1. (2) Given the product [NH2:29][C:24]1[N:25]=[C:26]([CH3:28])[N:27]=[C:22]([C:9]2[CH:8]=[C:7]([CH2:6][N:4]3[CH2:5][CH:2]([NH:1][S:38]([CH3:37])(=[O:40])=[O:39])[CH2:3]3)[CH:12]=[N:11][C:10]=2[NH:13][C:14]2[CH:15]=[N:16][C:17]([O:20][CH3:21])=[CH:18][CH:19]=2)[N:23]=1, predict the reactants needed to synthesize it. The reactants are: [NH2:1][CH:2]1[CH2:5][N:4]([CH2:6][C:7]2[CH:8]=[C:9]([C:22]3[N:27]=[C:26]([CH3:28])[N:25]=[C:24]([NH2:29])[N:23]=3)[C:10]([NH:13][C:14]3[CH:15]=[N:16][C:17]([O:20][CH3:21])=[CH:18][CH:19]=3)=[N:11][CH:12]=2)[CH2:3]1.C(N(CC)CC)C.[CH3:37][S:38](Cl)(=[O:40])=[O:39]. (3) Given the product [CH2:25]([O:24][C:20]1[CH:19]=[C:18]([CH:23]=[CH:22][CH:21]=1)[O:17][C:14]1[CH:15]=[CH:16][C:11]([CH2:10][CH2:9][CH2:8][CH:7]([NH:33][C:34]([O:36][C:37]([CH3:38])([CH3:39])[CH3:40])=[O:35])[CH:6]([OH:41])[CH3:44])=[C:12]([Cl:32])[CH:13]=1)[C:26]1[CH:31]=[CH:30][CH:29]=[CH:28][CH:27]=1, predict the reactants needed to synthesize it. The reactants are: [Li+].[BH4-].CON(C)[C:6](=[O:41])[CH:7]([NH:33][C:34]([O:36][C:37]([CH3:40])([CH3:39])[CH3:38])=[O:35])[CH2:8][CH2:9][CH2:10][C:11]1[CH:16]=[CH:15][C:14]([O:17][C:18]2[CH:23]=[CH:22][CH:21]=[C:20]([O:24][CH2:25][C:26]3[CH:31]=[CH:30][CH:29]=[CH:28][CH:27]=3)[CH:19]=2)=[CH:13][C:12]=1[Cl:32].O.[CH2:44]1COCC1. (4) Given the product [ClH:1].[Cl:1][C:2]1[CH:3]=[C:4]([C:9]2[N:14]=[C:13]3[CH2:15][CH2:16][CH2:17][C:12]3=[C:11]([NH:18][C:19]3[CH:20]=[CH:21][C:22]([CH2:25][CH2:26][OH:27])=[CH:23][CH:24]=3)[CH:10]=2)[CH:5]=[CH:6][C:7]=1[F:8], predict the reactants needed to synthesize it. The reactants are: [Cl:1][C:2]1[CH:3]=[C:4]([C:9]2[N:14]=[C:13]3[CH2:15][CH2:16][CH2:17][C:12]3=[C:11]([NH:18][C:19]3[CH:24]=[CH:23][C:22]([CH2:25][C:26](OCC)=[O:27])=[CH:21][CH:20]=3)[CH:10]=2)[CH:5]=[CH:6][C:7]=1[F:8].NC1C=CC(CCO)=CC=1. (5) Given the product [CH2:9]([C:5]1[CH:6]=[CH:7][CH:8]=[C:3]([CH2:1][CH3:2])[C:4]=1[C:11]1[N:16]=[C:15]([OH:17])[C:14]([CH2:19][N:20]([CH3:31])[C@@H:21]2[C:30]3[C:25](=[CH:26][CH:27]=[CH:28][CH:29]=3)[CH2:24][CH2:23][CH2:22]2)=[C:13]([CH3:32])[N:12]=1)[CH3:10], predict the reactants needed to synthesize it. The reactants are: [CH2:1]([C:3]1[CH:8]=[CH:7][CH:6]=[C:5]([CH2:9][CH3:10])[C:4]=1[C:11]1[N:16]=[C:15]([O:17]C)[C:14]([CH2:19][N:20]([CH3:31])[C@@H:21]2[C:30]3[C:25](=[CH:26][CH:27]=[CH:28][CH:29]=3)[CH2:24][CH2:23][CH2:22]2)=[C:13]([CH3:32])[N:12]=1)[CH3:2].CCO.Cl.[OH-].[Na+]. (6) Given the product [CH2:2]([O:9][C:10]1[CH:15]=[CH:14][N:13]([C:16]2[CH:24]=[C:23]3[C:19]([C:20]4[CH2:29][CH2:28][N:27]([C:41](=[O:42])[CH2:40][Cl:39])[CH2:26][C:21]=4[N:22]3[CH3:25])=[CH:18][CH:17]=2)[C:12](=[O:33])[CH:11]=1)[C:3]1[CH:8]=[CH:7][CH:6]=[CH:5][CH:4]=1, predict the reactants needed to synthesize it. The reactants are: Cl.[CH2:2]([O:9][C:10]1[CH:15]=[CH:14][N:13]([C:16]2[CH:24]=[C:23]3[C:19]([C:20]4[CH2:29][CH2:28][N:27](CCO)[CH2:26][C:21]=4[N:22]3[CH3:25])=[CH:18][CH:17]=2)[C:12](=[O:33])[CH:11]=1)[C:3]1[CH:8]=[CH:7][CH:6]=[CH:5][CH:4]=1.C([O-])(O)=O.[Na+].[Cl:39][CH2:40][C:41](Cl)=[O:42]. (7) Given the product [C:1]([Si:5]([CH3:29])([CH3:28])[O:6][C:7]1[C:8]([CH2:26][CH3:27])=[CH:9][C:10]2[CH:11]3[CH:19]([CH2:20][CH2:21][C:22]=2[CH:23]=1)[CH:18]1[C:14]([CH3:25])([C:15](=[CH:38][C:39]#[N:40])[CH2:16][CH2:17]1)[CH2:13][CH2:12]3)([CH3:3])([CH3:2])[CH3:4], predict the reactants needed to synthesize it. The reactants are: [C:1]([Si:5]([CH3:29])([CH3:28])[O:6][C:7]1[C:8]([CH2:26][CH3:27])=[CH:9][C:10]2[CH:11]3[CH:19]([CH2:20][CH2:21][C:22]=2[CH:23]=1)[CH:18]1[C:14]([CH3:25])([C:15](=O)[CH2:16][CH2:17]1)[CH2:13][CH2:12]3)([CH3:4])([CH3:3])[CH3:2].C(OP([CH2:38][C:39]#[N:40])(=O)OCC)C. (8) Given the product [OH:13][CH:12]([CH2:14][CH2:15][CH3:16])[CH2:11][CH2:10][N:2]([CH3:1])[C:3](=[O:9])[O:4][C:5]([CH3:8])([CH3:6])[CH3:7], predict the reactants needed to synthesize it. The reactants are: [CH3:1][N:2]([CH2:10][CH2:11][CH:12]=[O:13])[C:3](=[O:9])[O:4][C:5]([CH3:8])([CH3:7])[CH3:6].[CH2:14]([Mg]Cl)[CH2:15][CH3:16].